From a dataset of Peptide-MHC class II binding affinity with 134,281 pairs from IEDB. Regression. Given a peptide amino acid sequence and an MHC pseudo amino acid sequence, predict their binding affinity value. This is MHC class II binding data. (1) The peptide sequence is AAATAGTTVMGAFAA. The MHC is HLA-DQA10401-DQB10402 with pseudo-sequence HLA-DQA10401-DQB10402. The binding affinity (normalized) is 0.459. (2) The peptide sequence is FKPFAEYKSDYVYEP. The MHC is DRB3_0202 with pseudo-sequence DRB3_0202. The binding affinity (normalized) is 0.0451. (3) The peptide sequence is EKKYFAATQFYPLAA. The MHC is HLA-DQA10101-DQB10501 with pseudo-sequence HLA-DQA10101-DQB10501. The binding affinity (normalized) is 0.239. (4) The peptide sequence is ETAYFILKLAGRWPVKVI. The MHC is DRB4_0101 with pseudo-sequence DRB4_0103. The binding affinity (normalized) is 0.258. (5) The peptide sequence is VPEKYTIGATYAPEE. The MHC is DRB1_0401 with pseudo-sequence DRB1_0401. The binding affinity (normalized) is 0.421. (6) The peptide sequence is MGRDIKVQFQSGGAN. The MHC is DRB1_0701 with pseudo-sequence DRB1_0701. The binding affinity (normalized) is 0.135. (7) The peptide sequence is YDKFLANVSTVLTRK. The binding affinity (normalized) is 0.720. The MHC is DRB1_0401 with pseudo-sequence DRB1_0401.